This data is from Catalyst prediction with 721,799 reactions and 888 catalyst types from USPTO. The task is: Predict which catalyst facilitates the given reaction. (1) Reactant: [F:1][C:2]1[CH:3]=[CH:4][C:5]2[N:14]([CH3:15])[CH2:13][C:12]3[C:8]4[C:9](=[N:27][CH:28]=[CH:29][C:7]=4[C:6]=2[CH:30]=1)[N:10](S(C1C=CC(C)=CC=1)(=O)=O)[C:11]=3[I:16].[OH-].[Na+].O. Product: [F:1][C:2]1[CH:3]=[CH:4][C:5]2[N:14]([CH3:15])[CH2:13][C:12]3[C:8]4[C:9](=[N:27][CH:28]=[CH:29][C:7]=4[C:6]=2[CH:30]=1)[NH:10][C:11]=3[I:16]. The catalyst class is: 12. (2) Reactant: CC1(C)[O:6][CH:5]([CH2:7][O:8][NH:9][C:10]([C:12]2[C:20]([NH:21][C:22]3[CH:27]=[CH:26][C:25]([I:28])=[CH:24][C:23]=3[F:29])=[C:19]([F:30])[C:15]3[N:16]=[CH:17][S:18][C:14]=3[CH:13]=2)=[O:11])[CH2:4][O:3]1.FC(F)(F)C(O)=O.C(=O)(O)[O-].[Na+]. Product: [OH:6][CH:5]([CH2:4][OH:3])[CH2:7][O:8][NH:9][C:10]([C:12]1[C:20]([NH:21][C:22]2[CH:27]=[CH:26][C:25]([I:28])=[CH:24][C:23]=2[F:29])=[C:19]([F:30])[C:15]2[N:16]=[CH:17][S:18][C:14]=2[CH:13]=1)=[O:11]. The catalyst class is: 2. (3) Reactant: [CH:1]1([CH2:5][C@H:6]([C:21]2[CH:26]=[CH:25][C:24]([S:27][CH3:28])=[C:23]([CH3:29])[CH:22]=2)[C:7](N([C@H](C)[C@H](O)C2C=CC=CC=2)C)=[O:8])[CH2:4][CH2:3][CH2:2]1.S(=O)(=O)(O)[OH:31]. Product: [CH:1]1([CH2:5][C@H:6]([C:21]2[CH:26]=[CH:25][C:24]([S:27][CH3:28])=[C:23]([CH3:29])[CH:22]=2)[C:7]([OH:8])=[O:31])[CH2:2][CH2:3][CH2:4]1. The catalyst class is: 38. (4) The catalyst class is: 7. Reactant: [NH2:1][C:2]1[CH:3]=[C:4]([NH:22][C:23](=[O:32])[O:24][CH2:25][C:26]2[CH:31]=[CH:30][CH:29]=[CH:28][CH:27]=2)[CH:5]=[N:6][C:7]=1[S:8](=[O:21])(=[O:20])[NH:9][C:10]1[CH:11]=[CH:12][C:13]2[CH2:17][O:16][B:15]([OH:18])[C:14]=2[CH:19]=1.[N:33]([CH2:36][CH3:37])=[C:34]=[O:35]. Product: [CH2:36]([NH:33][C:34](=[O:35])[NH:1][C:2]1[CH:3]=[C:4]([NH:22][C:23](=[O:32])[O:24][CH2:25][C:26]2[CH:27]=[CH:28][CH:29]=[CH:30][CH:31]=2)[CH:5]=[N:6][C:7]=1[S:8](=[O:21])(=[O:20])[NH:9][C:10]1[CH:11]=[CH:12][C:13]2[CH2:17][O:16][B:15]([OH:18])[C:14]=2[CH:19]=1)[CH3:37]. (5) Reactant: [Br:1][C:2]1[CH:7]=[CH:6][C:5](Br)=[CH:4][N:3]=1.C([Li])CCC.[CH3:14][S:15]SC. Product: [Br:1][C:2]1[CH:7]=[CH:6][C:5]([S:15][CH3:14])=[CH:4][N:3]=1. The catalyst class is: 27. (6) Product: [C:2]([O:4][C:5]1[CH:6]=[CH:7][C:8]2[C@@H:14]3[C@H:13]([C@H:18]4[C@@:17]([CH2:16][CH2:15]3)([CH3:23])[C:21]([O:22][S:41]([C:40]([F:53])([F:52])[F:39])(=[O:43])=[O:42])=[CH:20][CH2:19]4)[CH2:12][CH2:11][C:9]=2[CH:10]=1)(=[O:3])[CH3:1]. Reactant: [CH3:1][C:2]([O:4][C:5]1[CH:6]=[CH:7][C:8]2[CH:14]3[CH2:15][CH2:16][C@:17]4([CH3:23])[C:21](=[O:22])[CH2:20][CH2:19][CH:18]4[CH:13]3[CH2:12][CH2:11][C:9]=2[CH:10]=1)=[O:3].C(C1C=C(C)C=C(C(C)(C)C)N=1)(C)(C)C.[F:39][C:40]([F:53])([F:52])[S:41](O[S:41]([C:40]([F:53])([F:52])[F:39])(=[O:43])=[O:42])(=[O:43])=[O:42].C(=O)([O-])O.[Na+]. The catalyst class is: 46. (7) Reactant: [C:1](Cl)(=[O:3])[CH3:2].[C:5]1([C:11]2([C:18]3[CH:27]=[C:26]([O:28][CH2:29][C:30]4[CH:39]=[CH:38][C:37]5[C:32](=[CH:33][CH:34]=[CH:35][CH:36]=5)[N:31]=4)[CH:25]=[CH:24][C:19]=3[C:20]([NH:22][NH2:23])=O)[CH2:16][CH:15]3[CH2:17][CH:12]2[CH2:13][CH2:14]3)[CH:10]=[CH:9][CH:8]=[CH:7][CH:6]=1.C(N(CC)CC)C.C(=O)(O)[O-].[Na+]. Product: [CH3:2][C:1]1[O:3][C:20]([C:19]2[CH:24]=[CH:25][C:26]([O:28][CH2:29][C:30]3[CH:39]=[CH:38][C:37]4[C:32](=[CH:33][CH:34]=[CH:35][CH:36]=4)[N:31]=3)=[CH:27][C:18]=2[C:11]2([C:5]3[CH:10]=[CH:9][CH:8]=[CH:7][CH:6]=3)[CH2:16][CH:15]3[CH2:17][CH:12]2[CH2:13][CH2:14]3)=[N:22][N:23]=1. The catalyst class is: 1. (8) Reactant: [O:1]=[C:2]1[C:7]2[C:8]([C:11]3[CH:16]=[CH:15][C:14]([S:17]([NH2:20])(=[O:19])=[O:18])=[CH:13][CH:12]=3)=[N:9][NH:10][C:6]=2[CH:5]=[CH:4][NH:3]1.[H-].[Na+].CC1C=CC(S(O[CH2:34][CH:35]2[CH2:39][CH2:38][O:37][CH2:36]2)(=O)=O)=CC=1. Product: [O:1]=[C:2]1[C:7]2[C:8]([C:11]3[CH:12]=[CH:13][C:14]([S:17]([NH2:20])(=[O:19])=[O:18])=[CH:15][CH:16]=3)=[N:9][N:10]([CH2:34][CH:35]3[CH2:39][CH2:38][O:37][CH2:36]3)[C:6]=2[CH:5]=[CH:4][NH:3]1. The catalyst class is: 3. (9) Reactant: [F:1][C:2]([F:17])([F:16])[C:3]1[CH:8]=[CH:7][C:6]([N:9]2[CH2:14][CH2:13][CH:12]([OH:15])[CH2:11][CH2:10]2)=[CH:5][CH:4]=1.[H-].[Na+].Cl[C:21]1[N:22]=[CH:23][C:24]([C:27]([O:29][CH3:30])=[O:28])=[N:25][CH:26]=1. Product: [F:17][C:2]([F:1])([F:16])[C:3]1[CH:4]=[CH:5][C:6]([N:9]2[CH2:14][CH2:13][CH:12]([O:15][C:21]3[N:22]=[CH:23][C:24]([C:27]([O:29][CH3:30])=[O:28])=[N:25][CH:26]=3)[CH2:11][CH2:10]2)=[CH:7][CH:8]=1. The catalyst class is: 9.